From a dataset of Forward reaction prediction with 1.9M reactions from USPTO patents (1976-2016). Predict the product of the given reaction. (1) The product is: [O:1]([C:14]1[CH:19]=[C:18]([CH2:20][O:21][C:22](=[O:31])[CH2:23][OH:24])[CH:17]=[C:16]([F:32])[C:15]=1[CH2:33][C:34]1[CH:35]=[CH:36][C:37]([O:40][CH3:41])=[CH:38][CH:39]=1)[C@@H:2]1[O:10][C@H:9]([C@@H:11]([CH3:13])[OH:12])[C@@H:7]([OH:8])[C@H:5]([OH:6])[C@H:3]1[OH:4]. Given the reactants [O:1]([C:14]1[CH:19]=[C:18]([CH2:20][O:21][C:22](=[O:31])[CH2:23][O:24]C(OCC=C)=O)[CH:17]=[C:16]([F:32])[C:15]=1[CH2:33][C:34]1[CH:39]=[CH:38][C:37]([O:40][CH3:41])=[CH:36][CH:35]=1)[C@@H:2]1[O:10][C@H:9]([C@@H:11]([CH3:13])[OH:12])[C@@H:7]([OH:8])[C@H:5]([OH:6])[C@H:3]1[OH:4].C1(P(C2C=CC=CC=2)C2C=CC=CC=2)C=CC=CC=1.CC1(C)CC(=O)CC(=O)C1, predict the reaction product. (2) The product is: [CH3:12][CH:13]=[C:14]([O:15][Si:20]([CH3:27])([CH3:26])[CH3:19])[N:40]=[CH:4][C:3]1[CH:6]=[CH:7][CH:8]=[CH:9][C:2]=1[CH3:1]. Given the reactants [CH3:1][C:2]1[CH:9]=[CH:8][CH:7]=[CH:6][C:3]=1[CH:4]=O.ClC1[CH:12]=[C:13](C=CC=1)[CH:14]=[O:15].[CH3:19][Si:20]([CH3:27])([CH3:26])N[Si:20]([CH3:27])([CH3:26])[CH3:19].C([Li])CCC.C[Si](Cl)(C)C.C([N:40](CC)CC)C.C(Cl)(=O)CC, predict the reaction product.